This data is from Catalyst prediction with 721,799 reactions and 888 catalyst types from USPTO. The task is: Predict which catalyst facilitates the given reaction. (1) Reactant: [Br:1][C:2]1[CH:7]=[CH:6][C:5]([C:8]2[CH2:9][CH2:10][NH:11][CH2:12][CH:13]=2)=[CH:4][CH:3]=1.CCN(CC)CC.[C:21](O[C:21]([O:23][C:24]([CH3:27])([CH3:26])[CH3:25])=[O:22])([O:23][C:24]([CH3:27])([CH3:26])[CH3:25])=[O:22]. Product: [C:24]([O:23][C:21]([N:11]1[CH2:10][CH:9]=[C:8]([C:5]2[CH:6]=[CH:7][C:2]([Br:1])=[CH:3][CH:4]=2)[CH2:13][CH2:12]1)=[O:22])([CH3:27])([CH3:26])[CH3:25]. The catalyst class is: 2. (2) Reactant: [F:1][C:2]([F:48])([F:47])[C:3]1[CH:4]=[C:5]([CH:40]=[C:41]([C:43]([F:46])([F:45])[F:44])[CH:42]=1)[CH2:6][N:7]([CH2:21][C:22]1[CH:27]=[C:26]([C:28]([F:31])([F:30])[F:29])[CH:25]=[CH:24][C:23]=1[N:32]([C:35]([O:37][CH2:38][CH3:39])=[O:36])[CH2:33][CH3:34])[C:8]1[N:13]=[CH:12][C:11]([O:14][CH2:15][CH2:16][CH2:17][C:18]([OH:20])=[O:19])=[CH:10][N:9]=1.[OH-].[Na+:50]. Product: [Na+:50].[F:48][C:2]([F:1])([F:47])[C:3]1[CH:4]=[C:5]([CH:40]=[C:41]([C:43]([F:44])([F:45])[F:46])[CH:42]=1)[CH2:6][N:7]([CH2:21][C:22]1[CH:27]=[C:26]([C:28]([F:31])([F:30])[F:29])[CH:25]=[CH:24][C:23]=1[N:32]([C:35]([O:37][CH2:38][CH3:39])=[O:36])[CH2:33][CH3:34])[C:8]1[N:9]=[CH:10][C:11]([O:14][CH2:15][CH2:16][CH2:17][C:18]([O-:20])=[O:19])=[CH:12][N:13]=1. The catalyst class is: 8. (3) Reactant: [NH2:1][C:2]([CH2:15][O:16][CH2:17][CH2:18][C:19]#[N:20])([CH2:9][O:10][CH2:11][CH2:12][C:13]#[N:14])[CH2:3][O:4][CH2:5][CH2:6][C:7]#[N:8].[C:21](O[C:21]([O:23][C:24]([CH3:27])([CH3:26])[CH3:25])=[O:22])([O:23][C:24]([CH3:27])([CH3:26])[CH3:25])=[O:22].CCN(C(C)C)C(C)C. Product: [C:24]([O:23][C:21](=[O:22])[NH:1][C:2]([CH2:3][O:4][CH2:5][CH2:6][C:7]#[N:8])([CH2:9][O:10][CH2:11][CH2:12][C:13]#[N:14])[CH2:15][O:16][CH2:17][CH2:18][C:19]#[N:20])([CH3:27])([CH3:26])[CH3:25]. The catalyst class is: 1.